From a dataset of Full USPTO retrosynthesis dataset with 1.9M reactions from patents (1976-2016). Predict the reactants needed to synthesize the given product. Given the product [Br:14][C:15]1[CH:20]=[CH:19][C:18]([C:21]2[CH2:22][CH:23]([CH3:27])[N:24]([C:11]([C:9]3[CH:10]=[C:5]4[N:4]=[CH:3][C:2]([Cl:1])=[CH:7][N:6]4[N:8]=3)=[O:13])[CH2:25][CH:26]=2)=[CH:17][CH:16]=1, predict the reactants needed to synthesize it. The reactants are: [Cl:1][C:2]1[CH:3]=[N:4][C:5]2[N:6]([N:8]=[C:9]([C:11]([OH:13])=O)[CH:10]=2)[CH:7]=1.[Br:14][C:15]1[CH:20]=[CH:19][C:18]([C:21]2[CH2:22][CH:23]([CH3:27])[NH:24][CH2:25][CH:26]=2)=[CH:17][CH:16]=1.